Dataset: Forward reaction prediction with 1.9M reactions from USPTO patents (1976-2016). Task: Predict the product of the given reaction. The product is: [C:1]1([CH2:7][C@H:8]([NH:19][C:20]([NH:22][S:23]([C:26]2[CH:31]=[CH:30][CH:29]=[CH:28][C:27]=2[CH3:32])(=[O:25])=[O:24])=[O:21])[C:9]([OH:11])=[O:10])[CH:2]=[CH:3][CH:4]=[CH:5][CH:6]=1. Given the reactants [C:1]1([CH2:7][C@H:8]([NH:19][C:20]([NH:22][S:23]([C:26]2[CH:31]=[CH:30][CH:29]=[CH:28][C:27]=2[CH3:32])(=[O:25])=[O:24])=[O:21])[C:9]([O:11]CC2C=CC=CC=2)=[O:10])[CH:6]=[CH:5][CH:4]=[CH:3][CH:2]=1.[H][H], predict the reaction product.